Regression. Given a peptide amino acid sequence and an MHC pseudo amino acid sequence, predict their binding affinity value. This is MHC class I binding data. From a dataset of Peptide-MHC class I binding affinity with 185,985 pairs from IEDB/IMGT. (1) The peptide sequence is PGNVYVKF. The MHC is Mamu-B52 with pseudo-sequence Mamu-B52. The binding affinity (normalized) is 0.518. (2) The peptide sequence is QAFEAGIDF. The MHC is HLA-B57:01 with pseudo-sequence HLA-B57:01. The binding affinity (normalized) is 0.0847. (3) The peptide sequence is APRTLVYLL. The MHC is HLA-A02:02 with pseudo-sequence HLA-A02:02. The binding affinity (normalized) is 0.131. (4) The peptide sequence is SANMDWRSLT. The MHC is HLA-A02:01 with pseudo-sequence HLA-A02:01. The binding affinity (normalized) is 0. (5) The peptide sequence is KVRDRNFQL. The MHC is HLA-A25:01 with pseudo-sequence HLA-A25:01. The binding affinity (normalized) is 0.0847. (6) The peptide sequence is HSKRKCDEL. The MHC is HLA-B35:01 with pseudo-sequence HLA-B35:01. The binding affinity (normalized) is 0. (7) The peptide sequence is NTTQQGDMY. The MHC is HLA-B48:01 with pseudo-sequence HLA-B48:01. The binding affinity (normalized) is 0.0847.